Dataset: NCI-60 drug combinations with 297,098 pairs across 59 cell lines. Task: Regression. Given two drug SMILES strings and cell line genomic features, predict the synergy score measuring deviation from expected non-interaction effect. Drug 1: CC1=C(C=C(C=C1)C(=O)NC2=CC(=CC(=C2)C(F)(F)F)N3C=C(N=C3)C)NC4=NC=CC(=N4)C5=CN=CC=C5. Drug 2: COC1=NC(=NC2=C1N=CN2C3C(C(C(O3)CO)O)O)N. Cell line: SF-539. Synergy scores: CSS=2.02, Synergy_ZIP=1.54, Synergy_Bliss=2.89, Synergy_Loewe=1.68, Synergy_HSA=0.294.